Dataset: Forward reaction prediction with 1.9M reactions from USPTO patents (1976-2016). Task: Predict the product of the given reaction. Given the reactants [OH:1][C:2]1[CH:28]=[CH:27][C:5]([CH2:6][CH2:7][NH:8][C:9]([C:11]2[C:19]3[N:18]=[C:17]([C:20]4[S:21][CH:22]=[CH:23][CH:24]=4)[NH:16][C:15]=3[C:14]([O:25]C)=[CH:13][CH:12]=2)=[O:10])=[CH:4][CH:3]=1.B(Br)(Br)Br, predict the reaction product. The product is: [OH:25][C:14]1[C:15]2[NH:16][C:17]([C:20]3[S:21][CH:22]=[CH:23][CH:24]=3)=[N:18][C:19]=2[C:11]([C:9]([NH:8][CH2:7][CH2:6][C:5]2[CH:4]=[CH:3][C:2]([OH:1])=[CH:28][CH:27]=2)=[O:10])=[CH:12][CH:13]=1.